From a dataset of Forward reaction prediction with 1.9M reactions from USPTO patents (1976-2016). Predict the product of the given reaction. (1) Given the reactants [F:1][C:2]([F:20])([F:19])[C:3]1[CH:8]=[CH:7][CH:6]=[CH:5][C:4]=1[CH2:9][NH:10][C:11]([CH:13]1[CH2:18][CH2:17][NH:16][CH2:15][CH2:14]1)=[O:12].[Cl:21][C:22]1[N:27]=[C:26](Cl)[N:25]=[C:24]([NH:29][CH3:30])[N:23]=1.[OH-].[Na+], predict the reaction product. The product is: [Cl:21][C:22]1[N:23]=[C:24]([NH:29][CH3:30])[N:25]=[C:26]([N:16]2[CH2:17][CH2:18][CH:13]([C:11]([NH:10][CH2:9][C:4]3[CH:5]=[CH:6][CH:7]=[CH:8][C:3]=3[C:2]([F:1])([F:19])[F:20])=[O:12])[CH2:14][CH2:15]2)[N:27]=1. (2) Given the reactants C([O:3][C:4]([C:6]1[C:7]2[CH2:8][CH:9]3[CH2:14][CH:10]3[C:11]=2[NH:12][N:13]=1)=O)C.[OH-].[NH4+:16], predict the reaction product. The product is: [CH2:14]1[CH:9]2[CH2:8][C:7]3[C:6]([C:4]([NH2:16])=[O:3])=[N:13][NH:12][C:11]=3[CH:10]12. (3) Given the reactants FC(F)(F)C(O)=O.[NH2:8][C@H:9]([C:19]1[C:24]([C:25]2[CH:26]=[CH:27][C:28]([F:34])=[C:29]([CH:33]=2)[C:30]([NH2:32])=[O:31])=[CH:23][CH:22]=[CH:21][N:20]=1)[CH2:10][C:11]1[CH:16]=[C:15]([F:17])[CH:14]=[C:13]([F:18])[CH:12]=1.[C:35]([C:39]1[N:43]([CH2:44][C:45](O)=[O:46])[N:42]=[C:41]([C:48]([F:51])([F:50])[F:49])[CH:40]=1)([CH3:38])([CH3:37])[CH3:36], predict the reaction product. The product is: [C:35]([C:39]1[N:43]([CH2:44][C:45]([NH:8][C@H:9]([C:19]2[C:24]([C:25]3[CH:26]=[CH:27][C:28]([F:34])=[C:29]([CH:33]=3)[C:30]([NH2:32])=[O:31])=[CH:23][CH:22]=[CH:21][N:20]=2)[CH2:10][C:11]2[CH:12]=[C:13]([F:18])[CH:14]=[C:15]([F:17])[CH:16]=2)=[O:46])[N:42]=[C:41]([C:48]([F:50])([F:51])[F:49])[CH:40]=1)([CH3:38])([CH3:36])[CH3:37]. (4) Given the reactants [Li]CCCC.C(NC(C)C)(C)C.[C:13]1([CH2:19][CH2:20][CH2:21][C:22]([O:24][CH3:25])=[O:23])[CH:18]=[CH:17][CH:16]=[CH:15][CH:14]=1.C[Si](C)(C)Cl.C1C=CC(S(N(S(C2C=CC=CC=2)(=O)=O)[F:41])(=O)=O)=CC=1, predict the reaction product. The product is: [CH3:25][O:24][C:22](=[O:23])[CH:21]([F:41])[CH2:20][CH2:19][C:13]1[CH:18]=[CH:17][CH:16]=[CH:15][CH:14]=1.